From a dataset of Forward reaction prediction with 1.9M reactions from USPTO patents (1976-2016). Predict the product of the given reaction. (1) Given the reactants Cl.Cl[CH2:3][C:4]1[CH:5]=[N:6][CH:7]=[CH:8][CH:9]=1.[C:10]([O:14][C:15](=[O:33])[CH2:16][NH:17][S:18]([C:21]1[CH:30]=[C:29]2[C:24]([C:25]([Cl:32])=[CH:26][N:27]=[C:28]2[Cl:31])=[CH:23][CH:22]=1)(=[O:20])=[O:19])([CH3:13])([CH3:12])[CH3:11].C([O-])([O-])=O.[K+].[K+], predict the reaction product. The product is: [C:10]([O:14][C:15](=[O:33])[CH2:16][N:17]([S:18]([C:21]1[CH:30]=[C:29]2[C:24]([C:25]([Cl:32])=[CH:26][N:27]=[C:28]2[Cl:31])=[CH:23][CH:22]=1)(=[O:20])=[O:19])[CH2:3][C:4]1[CH:5]=[N:6][CH:7]=[CH:8][CH:9]=1)([CH3:13])([CH3:11])[CH3:12]. (2) Given the reactants [CH3:1][O:2][C:3]1[CH:4]=[C:5]([CH2:23][C:24]([O:26]C(C)(C)C)=[O:25])[CH:6]=[CH:7][C:8]=1[NH:9][C:10]([NH:12][C:13]1[CH:18]=[CH:17][CH:16]=[CH:15][C:14]=1[C:19]([F:22])([F:21])[F:20])=[O:11].C(O)(C(F)(F)F)=O, predict the reaction product. The product is: [CH3:1][O:2][C:3]1[CH:4]=[C:5]([CH2:23][C:24]([OH:26])=[O:25])[CH:6]=[CH:7][C:8]=1[NH:9][C:10]([NH:12][C:13]1[CH:18]=[CH:17][CH:16]=[CH:15][C:14]=1[C:19]([F:22])([F:21])[F:20])=[O:11]. (3) The product is: [N+:21]([C:16]1[CH:15]=[C:14]2[C:19]([CH2:20][CH:12]([OH:11])[C@@H:13]2[NH:24][C:33]([C:30]2[CH:31]=[CH:32][C:27]([C:36]3[CH:37]=[CH:38][CH:39]=[CH:40][CH:41]=3)=[CH:28][CH:29]=2)=[O:34])=[CH:18][CH:17]=1)([O-:23])=[O:22]. Given the reactants C([O:11][C@@H:12]1[CH2:20][C:19]2[C:14](=[CH:15][C:16]([N+:21]([O-:23])=[O:22])=[CH:17][CH:18]=2)[C@H:13]1[NH2:24])(=O)C(C1C=CC=CC=1)O.[OH-].[Na+].[C:27]1([C:36]2[CH:41]=[CH:40][CH:39]=[CH:38][CH:37]=2)[CH:32]=[CH:31][C:30]([C:33](Cl)=[O:34])=[CH:29][CH:28]=1, predict the reaction product. (4) The product is: [CH2:1]=[CH:2][CH2:3][CH3:4].[CH3:1][CH:2]([CH3:6])[CH2:3][CH:4]=[CH2:5]. Given the reactants [CH3:1][CH:2]([CH3:6])[CH2:3][CH:4]=[CH2:5].C=CCC, predict the reaction product. (5) Given the reactants [O:1]=[C:2]1C2C(=CC=CC=2)[C:4](=[O:11])[N:3]1[CH2:12][CH2:13][CH2:14][C:15]1[CH:16]=[C:17]([CH:20]=[CH:21][CH:22]=1)[CH:18]=O.[Br-].C([P+]([C:43]1[CH:48]=[CH:47][CH:46]=[CH:45][CH:44]=1)([C:43]1[CH:48]=[CH:47][CH:46]=[CH:45][CH:44]=1)[C:43]1[CH:48]=[CH:47][CH:46]=[CH:45][CH:44]=1)CCCCC, predict the reaction product. The product is: [CH:18]([C:17]1[CH:16]=[C:15]([CH2:14][CH2:13][CH2:12][N:3]2[C:4](=[O:11])[C:44]3[C:43](=[CH:48][CH:47]=[CH:46][CH:45]=3)[C:2]2=[O:1])[CH:22]=[CH:21][CH:20]=1)=[CH:12][CH2:13][CH2:14][CH2:15][CH2:22][CH3:21]. (6) Given the reactants [CH:1]([C:4]1[CH:9]=[CH:8][C:7]([S:10]([NH:13][C:14]2[CH:19]=[CH:18][C:17]([C@@H:20]3[CH2:26][C@@H:25]4[C@H:21]3[CH2:22][N:23]([C:27](=O)[CH2:28][CH3:29])[CH2:24]4)=[CH:16][CH:15]=2)(=[O:12])=[O:11])=[CH:6][CH:5]=1)([CH3:3])[CH3:2].Cl, predict the reaction product. The product is: [CH:1]([C:4]1[CH:9]=[CH:8][C:7]([S:10]([NH:13][C:14]2[CH:19]=[CH:18][C:17]([C@@H:20]3[CH2:26][C@@H:25]4[C@H:21]3[CH2:22][N:23]([CH2:27][CH2:28][CH3:29])[CH2:24]4)=[CH:16][CH:15]=2)(=[O:11])=[O:12])=[CH:6][CH:5]=1)([CH3:3])[CH3:2].